Dataset: Peptide-MHC class II binding affinity with 134,281 pairs from IEDB. Task: Regression. Given a peptide amino acid sequence and an MHC pseudo amino acid sequence, predict their binding affinity value. This is MHC class II binding data. (1) The peptide sequence is KWMMAMKYPITADKR. The MHC is DRB1_1101 with pseudo-sequence DRB1_1101. The binding affinity (normalized) is 0.728. (2) The peptide sequence is MKGVERLAVMGDTAW. The MHC is DRB1_1301 with pseudo-sequence DRB1_1301. The binding affinity (normalized) is 0.689.